Task: Predict the reaction yield, written as a fraction of the theoretical maximum amount of product (1.0 means a 100% yield; for example, 0.34 means a 34% yield).. Dataset: Reaction yield outcomes from USPTO patents with 853,638 reactions (1) The reactants are C(NC(C)C)(C)C.C([Li])CCC.[C:13](=[O:31])([O:19][C:20]1[C:24]2[CH:25]=[CH:26][C:27]([F:30])=[C:28]([F:29])[C:23]=2[O:22][N:21]=1)[O:14][C:15]([CH3:18])([CH3:17])[CH3:16].CN(C)[CH:34]=[O:35]. The catalyst is C1COCC1. The product is [C:13](=[O:31])([O:19][C:20]1[C:24]2[CH:25]=[C:26]([CH:34]=[O:35])[C:27]([F:30])=[C:28]([F:29])[C:23]=2[O:22][N:21]=1)[O:14][C:15]([CH3:18])([CH3:17])[CH3:16]. The yield is 0.680. (2) The reactants are I[C:2]1[C:10]2[C:5](=[CH:6][CH:7]=[C:8]([C:11]3[N:15]=[C:14]([NH:16][CH:17]([CH3:19])[CH3:18])[O:13][N:12]=3)[CH:9]=2)[N:4]([S:20]([C:23]2[CH:29]=[CH:28][C:26]([CH3:27])=[CH:25][CH:24]=2)(=[O:22])=[O:21])[CH:3]=1.[CH:30]([O:33][C:34]1[CH:39]=[N:38][CH:37]=[C:36]([Sn](C)(C)C)[N:35]=1)([CH3:32])[CH3:31]. The catalyst is CN(C=O)C.[Cu]I.C1C=CC([P]([Pd]([P](C2C=CC=CC=2)(C2C=CC=CC=2)C2C=CC=CC=2)([P](C2C=CC=CC=2)(C2C=CC=CC=2)C2C=CC=CC=2)[P](C2C=CC=CC=2)(C2C=CC=CC=2)C2C=CC=CC=2)(C2C=CC=CC=2)C2C=CC=CC=2)=CC=1. The product is [CH:30]([O:33][C:34]1[N:35]=[C:36]([C:2]2[C:10]3[C:5](=[CH:6][CH:7]=[C:8]([C:11]4[N:15]=[C:14]([NH:16][CH:17]([CH3:18])[CH3:19])[O:13][N:12]=4)[CH:9]=3)[N:4]([S:20]([C:23]3[CH:29]=[CH:28][C:26]([CH3:27])=[CH:25][CH:24]=3)(=[O:21])=[O:22])[CH:3]=2)[CH:37]=[N:38][CH:39]=1)([CH3:32])[CH3:31]. The yield is 0.435.